From a dataset of Catalyst prediction with 721,799 reactions and 888 catalyst types from USPTO. Predict which catalyst facilitates the given reaction. Reactant: C(OC(=O)[NH:7][C@H:8]1[CH2:17][CH2:16][C:15]2[C:10](=[CH:11][CH:12]=[C:13]([C:18]([N:20]3[CH2:24][CH2:23][CH2:22][CH2:21]3)=[O:19])[CH:14]=2)[CH2:9]1)(C)(C)C.Cl.[OH-].[Na+]. Product: [NH2:7][C@H:8]1[CH2:17][CH2:16][C:15]2[CH:14]=[C:13]([C:18]([N:20]3[CH2:21][CH2:22][CH2:23][CH2:24]3)=[O:19])[CH:12]=[CH:11][C:10]=2[CH2:9]1. The catalyst class is: 5.